Task: Predict the reaction yield, written as a fraction of the theoretical maximum amount of product (1.0 means a 100% yield; for example, 0.34 means a 34% yield).. Dataset: Reaction yield outcomes from USPTO patents with 853,638 reactions The reactants are Cl[C:2]1[CH:7]=[CH:6][N+:5]([O-:8])=[CH:4][CH:3]=1.[F:9][C:10]([F:21])([F:20])[C:11]1[CH:16]=[CH:15][C:14](B(O)O)=[CH:13][CH:12]=1.C([O-])([O-])=O.[K+].[K+]. The yield is 0.340. The product is [F:9][C:10]([F:21])([F:20])[C:11]1[CH:16]=[CH:15][C:14]([C:2]2[CH:7]=[CH:6][N+:5]([O-:8])=[CH:4][CH:3]=2)=[CH:13][CH:12]=1. The catalyst is CS(C)=O.C1C=CC(P(C2C=CC=CC=2)[C-]2C=CC=C2)=CC=1.C1C=CC(P(C2C=CC=CC=2)[C-]2C=CC=C2)=CC=1.Cl[Pd]Cl.[Fe+2].